Predict the reaction yield, written as a fraction of the theoretical maximum amount of product (1.0 means a 100% yield; for example, 0.34 means a 34% yield). From a dataset of Reaction yield outcomes from USPTO patents with 853,638 reactions. The reactants are Br[C:2]1[CH:3]=[C:4]([CH2:9][C:10]([OH:12])=[O:11])[CH:5]=[CH:6][C:7]=1[F:8].[CH3:13][N:14](C=O)C. The catalyst is C(OCC)(=O)C.O. The product is [C:13]([C:2]1[CH:3]=[C:4]([CH2:9][C:10]([OH:12])=[O:11])[CH:5]=[CH:6][C:7]=1[F:8])#[N:14]. The yield is 0.730.